This data is from Catalyst prediction with 721,799 reactions and 888 catalyst types from USPTO. The task is: Predict which catalyst facilitates the given reaction. (1) Reactant: [CH:1]([C:3]1[N:11]2[C:6]([CH2:7][CH2:8][CH2:9][CH2:10]2)=[CH:5][C:4]=1[C:12]([O:14][CH3:15])=[O:13])=O.[CH3:16][C:17]([S:20]([NH2:22])=[O:21])([CH3:19])[CH3:18].OS([O-])(=O)=O.[K+]. Product: [C:17]([S:20](/[N:22]=[CH:1]/[C:3]1[N:11]2[C:6]([CH2:7][CH2:8][CH2:9][CH2:10]2)=[CH:5][C:4]=1[C:12]([O:14][CH3:15])=[O:13])=[O:21])([CH3:19])([CH3:18])[CH3:16]. The catalyst class is: 4. (2) Reactant: [CH3:1][C:2]1([CH3:20])[CH2:7][CH2:6][CH:5]([C:8]2[CH:13]=[CH:12][CH:11]=[CH:10][C:9]=2[N:14]2[CH2:19][CH2:18][NH:17][CH2:16][CH2:15]2)[CH2:4][CH2:3]1.[O:21]1[CH:25]=[CH:24][C:23]([CH:26]=O)=[CH:22]1.C(O[BH-](OC(=O)C)OC(=O)C)(=O)C.[Na+].C(=O)([O-])O.[Na+]. Product: [CH3:1][C:2]1([CH3:20])[CH2:3][CH2:4][CH:5]([C:8]2[CH:13]=[CH:12][CH:11]=[CH:10][C:9]=2[N:14]2[CH2:19][CH2:18][N:17]([CH2:26][C:23]3[CH:24]=[CH:25][O:21][CH:22]=3)[CH2:16][CH2:15]2)[CH2:6][CH2:7]1. The catalyst class is: 362. (3) Reactant: Cl[C:2](=[N:13][OH:14])[C:3]1[CH:12]=[CH:11][C:6]([C:7]([O:9][CH3:10])=[O:8])=[CH:5][CH:4]=1.[C:15]([C:17]1[C:18]([O:29][CH2:30][C:31]2[CH:36]=[CH:35][C:34]([O:37][CH3:38])=[CH:33][CH:32]=2)=[N:19][C:20]([C:23]2[CH:28]=[CH:27][CH:26]=[CH:25][N:24]=2)=[N:21][CH:22]=1)#[CH:16].C(N(CC)CC)C. Product: [CH3:38][O:37][C:34]1[CH:33]=[CH:32][C:31]([CH2:30][O:29][C:18]2[C:17]([C:15]3[O:14][N:13]=[C:2]([C:3]4[CH:12]=[CH:11][C:6]([C:7]([O:9][CH3:10])=[O:8])=[CH:5][CH:4]=4)[CH:16]=3)=[CH:22][N:21]=[C:20]([C:23]3[CH:28]=[CH:27][CH:26]=[CH:25][N:24]=3)[N:19]=2)=[CH:36][CH:35]=1. The catalyst class is: 1. (4) Reactant: CCCC[N+](CCCC)(CCCC)CCCC.[F-].[Si]([O:26][CH2:27][C:28]1[N:33]=[C:32]([CH2:34][O:35][C:36]2[C:45]3[C:40](=[CH:41][CH:42]=[CH:43][CH:44]=3)[C:39]([Cl:46])=[N:38][N:37]=2)[CH:31]=[CH:30][CH:29]=1)(C(C)(C)C)(C)C. Product: [Cl:46][C:39]1[C:40]2[C:45](=[CH:44][CH:43]=[CH:42][CH:41]=2)[C:36]([O:35][CH2:34][C:32]2[N:33]=[C:28]([CH2:27][OH:26])[CH:29]=[CH:30][CH:31]=2)=[N:37][N:38]=1. The catalyst class is: 1. (5) Reactant: Cl[CH2:2][CH2:3][CH2:4][CH2:5][S:6]([NH:9][C:10]1[C:18]2[N:17]=[CH:16][NH:15][C:14]=2[CH:13]=[C:12]([C:19]([O:21][CH3:22])=[O:20])[CH:11]=1)(=[O:8])=[O:7].CCN(CC)CC. Product: [O:7]=[S:6]1(=[O:8])[CH2:5][CH2:4][CH2:3][CH2:2][N:9]1[C:10]1[C:18]2[N:17]=[CH:16][NH:15][C:14]=2[CH:13]=[C:12]([C:19]([O:21][CH3:22])=[O:20])[CH:11]=1. The catalyst class is: 14. (6) Reactant: [CH3:1][S:2](Cl)(=[O:4])=[O:3].[NH:6]1[C:14]2[C:9](=[CH:10][CH:11]=[CH:12][CH:13]=2)[C:8]([C:15]([OH:17])=[O:16])=[N:7]1.C(N(CC)CC)C.O. Product: [CH3:1][S:2]([N:6]1[C:14]2[C:9](=[CH:10][CH:11]=[CH:12][CH:13]=2)[C:8]([C:15]([OH:17])=[O:16])=[N:7]1)(=[O:4])=[O:3]. The catalyst class is: 1. (7) Reactant: [CH3:1][C:2]1[CH:11]=[CH:10][C:5]([C:6](OC)=[O:7])=[CH:4][N:3]=1.[H-].[H-].[H-].[H-].[Li+].[Al+3].O. Product: [OH:7][CH2:6][C:5]1[CH:10]=[CH:11][C:2]([CH3:1])=[N:3][CH:4]=1. The catalyst class is: 28. (8) Reactant: [F:1][C:2]1[CH:7]=[C:6]([O:8][C:9]2[CH:14]=[CH:13][N:12]=[C:11]([C:15]3[CH:16]=[N:17][N:18]([CH3:20])[CH:19]=3)[CH:10]=2)[C:5]([F:21])=[CH:4][C:3]=1[NH:22][C:23]([C:25]1([C:28]([O-:30])=O)[CH2:27][CH2:26]1)=[O:24].[Li+].CN(C(ON1N=NC2C=CC=CC1=2)=[N+](C)C)C.[B-](F)(F)(F)F.CCN(C(C)C)C(C)C.[F:63][C:64]1[CH:70]=[CH:69][C:67]([NH2:68])=[CH:66][CH:65]=1. Product: [F:1][C:2]1[CH:7]=[C:6]([O:8][C:9]2[CH:14]=[CH:13][N:12]=[C:11]([C:15]3[CH:16]=[N:17][N:18]([CH3:20])[CH:19]=3)[CH:10]=2)[C:5]([F:21])=[CH:4][C:3]=1[NH:22][C:23]([C:25]1([C:28]([NH:68][C:67]2[CH:69]=[CH:70][C:64]([F:63])=[CH:65][CH:66]=2)=[O:30])[CH2:27][CH2:26]1)=[O:24]. The catalyst class is: 3. (9) Reactant: [CH3:1][O:2][C:3]1[CH:8]=[CH:7][C:6]([CH2:9][N:10]2[C:15]3[CH:16]=[C:17]([O:20][C:21]([F:24])([F:23])[F:22])[CH:18]=[CH:19][C:14]=3[O:13][CH:12]([C:25]([OH:27])=[O:26])[CH2:11]2)=[CH:5][CH:4]=1.[Li+].[CH3:29]C([N-]C(C)C)C.IC.Cl. Product: [CH3:1][O:2][C:3]1[CH:4]=[CH:5][C:6]([CH2:9][N:10]2[C:15]3[CH:16]=[C:17]([O:20][C:21]([F:22])([F:23])[F:24])[CH:18]=[CH:19][C:14]=3[O:13][C:12]([CH3:29])([C:25]([OH:27])=[O:26])[CH2:11]2)=[CH:7][CH:8]=1. The catalyst class is: 30.